From a dataset of Full USPTO retrosynthesis dataset with 1.9M reactions from patents (1976-2016). Predict the reactants needed to synthesize the given product. (1) The reactants are: [F:1][C:2]1[CH:37]=[CH:36][C:5]([CH2:6][NH:7][C:8]([C:10]2[N:11]=[C:12]3[C:17]4([CH2:21][CH2:20][N:19](C(OCC5C=CC=CC=5)=O)[CH2:18]4)[O:16][CH2:15][CH2:14][N:13]3[C:32](=[O:35])[C:33]=2[OH:34])=[O:9])=[C:4]([N:38]2[C:42]([CH3:43])=[N:41][CH:40]=[N:39]2)[CH:3]=1.Br.Br.CC(O)=O. Given the product [F:1][C:2]1[CH:37]=[CH:36][C:5]([CH2:6][NH:7][C:8]([C:10]2[N:11]=[C:12]3[C:17]4([CH2:21][CH2:20][NH:19][CH2:18]4)[O:16][CH2:15][CH2:14][N:13]3[C:32](=[O:35])[C:33]=2[OH:34])=[O:9])=[C:4]([N:38]2[C:42]([CH3:43])=[N:41][CH:40]=[N:39]2)[CH:3]=1, predict the reactants needed to synthesize it. (2) Given the product [Cl:1][C:2]1[S:6][C:5]([S:7]([NH:20][C@H:13]([C:14]2[CH:19]=[CH:18][CH:17]=[CH:16][CH:15]=2)[CH2:11][CH3:12])(=[O:9])=[O:8])=[CH:4][CH:3]=1, predict the reactants needed to synthesize it. The reactants are: [Cl:1][C:2]1[S:6][C:5]([S:7](Cl)(=[O:9])=[O:8])=[CH:4][CH:3]=1.[CH2:11]([C@H:13]([NH2:20])[C:14]1[CH:19]=[CH:18][CH:17]=[CH:16][CH:15]=1)[CH3:12]. (3) Given the product [CH2:38]([NH:45][CH2:6][CH2:7][CH:8]([NH:15][C:16]([CH:18]1[N:22]([S:23]([C:26]2[CH:31]=[CH:30][C:29]([C:32]3[CH:37]=[CH:36][CH:35]=[CH:34][CH:33]=3)=[CH:28][CH:27]=2)(=[O:24])=[O:25])[CH2:21][CH2:20][S:19]1)=[O:17])[C:9]1[CH:14]=[CH:13][CH:12]=[CH:11][CH:10]=1)[C:39]1[CH:44]=[CH:43][CH:42]=[CH:41][CH:40]=1, predict the reactants needed to synthesize it. The reactants are: CS(O[CH2:6][CH2:7][C@H:8]([NH:15][C:16]([C@H:18]1[N:22]([S:23]([C:26]2[CH:31]=[CH:30][C:29]([C:32]3[CH:37]=[CH:36][CH:35]=[CH:34][CH:33]=3)=[CH:28][CH:27]=2)(=[O:25])=[O:24])[CH2:21][CH2:20][S:19]1)=[O:17])[C:9]1[CH:14]=[CH:13][CH:12]=[CH:11][CH:10]=1)(=O)=O.[CH2:38]([NH2:45])[C:39]1[CH:44]=[CH:43][CH:42]=[CH:41][CH:40]=1. (4) Given the product [F:1][C:2]1[CH:7]=[C:6]([O:8][CH2:27][CH2:28][O:29][CH3:30])[CH:5]=[C:4]([F:9])[C:3]=1[C:10]1[N:15]=[C:14]([C:16]([O:18][CH3:19])=[O:17])[CH:13]=[CH:12][CH:11]=1, predict the reactants needed to synthesize it. The reactants are: [F:1][C:2]1[CH:7]=[C:6]([OH:8])[CH:5]=[C:4]([F:9])[C:3]=1[C:10]1[N:15]=[C:14]([C:16]([O:18][CH3:19])=[O:17])[CH:13]=[CH:12][CH:11]=1.C([O-])([O-])=O.[K+].[K+].Br[CH2:27][CH2:28][O:29][CH3:30].